From a dataset of Peptide-MHC class I binding affinity with 185,985 pairs from IEDB/IMGT. Regression. Given a peptide amino acid sequence and an MHC pseudo amino acid sequence, predict their binding affinity value. This is MHC class I binding data. (1) The peptide sequence is IYSAEFKNY. The MHC is HLA-A11:01 with pseudo-sequence YYAMYQENVAQTDVDTLYIIYRDYTWAAQAYRWY. The binding affinity (normalized) is 0.0847. (2) The peptide sequence is ILSIVGFRPT. The MHC is HLA-A02:01 with pseudo-sequence HLA-A02:01. The binding affinity (normalized) is 0.0251. (3) The peptide sequence is VQYRILPMII. The MHC is HLA-A01:01 with pseudo-sequence HLA-A01:01. The binding affinity (normalized) is 0.0339. (4) The peptide sequence is IIAARNIVR. The MHC is HLA-A03:01 with pseudo-sequence HLA-A03:01. The binding affinity (normalized) is 0.322. (5) The peptide sequence is AADLTQIFEV. The MHC is HLA-A02:02 with pseudo-sequence HLA-A02:02. The binding affinity (normalized) is 0.342. (6) The MHC is HLA-A69:01 with pseudo-sequence HLA-A69:01. The binding affinity (normalized) is 0.0847. The peptide sequence is KTTARHLGH. (7) The peptide sequence is LVKTESWIL. The MHC is HLA-A03:01 with pseudo-sequence HLA-A03:01. The binding affinity (normalized) is 0.0847. (8) The peptide sequence is GPCYGQMPR. The binding affinity (normalized) is 0.352. The MHC is HLA-A03:01 with pseudo-sequence HLA-A03:01.